This data is from Full USPTO retrosynthesis dataset with 1.9M reactions from patents (1976-2016). The task is: Predict the reactants needed to synthesize the given product. (1) Given the product [Cl:22][C:23]1[CH:28]=[C:27]([C:29]2([C:31]([F:34])([F:32])[F:33])[O:1][N:2]=[C:3]([C:4]3[CH:5]=[C:6]4[C:10](=[CH:11][CH:12]=3)[C:9](=[O:13])[CH2:8][CH2:7]4)[CH2:30]2)[CH:26]=[C:25]([Cl:35])[CH:24]=1, predict the reactants needed to synthesize it. The reactants are: [OH:1]/[N:2]=[CH:3]/[C:4]1[CH:5]=[C:6]2[C:10](=[CH:11][CH:12]=1)[C:9](=[O:13])[CH2:8][CH2:7]2.ClN1C(=O)CCC1=O.[Cl:22][C:23]1[CH:28]=[C:27]([C:29]([C:31]([F:34])([F:33])[F:32])=[CH2:30])[CH:26]=[C:25]([Cl:35])[CH:24]=1.[K]. (2) Given the product [N:5]1[CH:10]=[CH:9][C:8]([CH:11]([CH3:23])[CH2:12][C:13]([OH:15])=[O:14])=[CH:7][CH:6]=1, predict the reactants needed to synthesize it. The reactants are: C(O)(=O)C.[N:5]1[CH:10]=[CH:9][C:8]([C:11]([CH3:23])=[CH:12][C:13]([O:15]CC2C=CC=CC=2)=[O:14])=[CH:7][CH:6]=1. (3) Given the product [F:21][C:15]1[CH:16]=[C:17]([F:20])[CH:18]=[C:19]2[C:14]=1[CH:13]=[CH:12][C:11](=[O:22])[N:10]2[CH2:9][CH2:8][N:5]1[CH2:6][CH2:7][C@@H:2]([NH:1][CH2:37]/[CH:36]=[CH:35]/[C:29]2[CH:30]=[C:31]([F:34])[CH:32]=[CH:33][C:28]=2[F:27])[C@H:3]([C:23]([O:25][CH3:26])=[O:24])[CH2:4]1, predict the reactants needed to synthesize it. The reactants are: [NH2:1][C@@H:2]1[CH2:7][CH2:6][N:5]([CH2:8][CH2:9][N:10]2[C:19]3[C:14](=[C:15]([F:21])[CH:16]=[C:17]([F:20])[CH:18]=3)[CH:13]=[CH:12][C:11]2=[O:22])[CH2:4][C@H:3]1[C:23]([O:25][CH3:26])=[O:24].[F:27][C:28]1[CH:33]=[CH:32][C:31]([F:34])=[CH:30][C:29]=1/[CH:35]=[CH:36]/[CH:37]=O.C(O[BH-](OC(=O)C)OC(=O)C)(=O)C.[Na+]. (4) Given the product [CH3:26][C:27]1[CH:28]=[C:29]2[CH:35]=[CH:34][N:33]([C:2]3[CH:7]=[CH:6][C:5]([C:8]4[N:9]([C:19]5[CH:20]=[N:21][C:22]([CH3:25])=[CH:23][CH:24]=5)[CH:10]=[C:11]([C:13]5[CH:18]=[CH:17][CH:16]=[CH:15][N:14]=5)[N:12]=4)=[CH:4][CH:3]=3)[C:30]2=[N:31][CH:32]=1, predict the reactants needed to synthesize it. The reactants are: I[C:2]1[CH:7]=[CH:6][C:5]([C:8]2[N:9]([C:19]3[CH:20]=[N:21][C:22]([CH3:25])=[CH:23][CH:24]=3)[CH:10]=[C:11]([C:13]3[CH:18]=[CH:17][CH:16]=[CH:15][N:14]=3)[N:12]=2)=[CH:4][CH:3]=1.[CH3:26][C:27]1[CH:28]=[C:29]2[CH:35]=[CH:34][NH:33][C:30]2=[N:31][CH:32]=1.[O-]P([O-])([O-])=O.[K+].[K+].[K+].CN[C@@H]1CCCC[C@H]1NC. (5) The reactants are: [O:1]1[CH2:5][CH2:4][CH:3](C(O)=O)[CH2:2]1.C1C=CC(P(N=[N+]=[N-])(C2C=CC=CC=2)=O)=CC=1.[NH2:26][C:27]1[C:28]([OH:38])=[C:29]([S:34]([NH2:37])(=[O:36])=[O:35])[C:30]([Cl:33])=[CH:31][CH:32]=1.C[N:40]([CH:42]=[O:43])C. Given the product [Cl:33][C:30]1[CH:31]=[CH:32][C:27]([NH:26][C:42]([NH:40][CH:3]2[CH2:4][CH2:5][O:1][CH2:2]2)=[O:43])=[C:28]([OH:38])[C:29]=1[S:34](=[O:36])(=[O:35])[NH2:37], predict the reactants needed to synthesize it. (6) Given the product [NH2:1][C:4]1[CH:5]=[CH:6][C:7]([O:8][CH2:9][CH2:10][OH:11])=[CH:12][CH:13]=1, predict the reactants needed to synthesize it. The reactants are: [N+:1]([C:4]1[CH:13]=[CH:12][C:7]([O:8][CH2:9][CH2:10][OH:11])=[CH:6][CH:5]=1)([O-])=O.CO.[H][H].